Regression. Given a peptide amino acid sequence and an MHC pseudo amino acid sequence, predict their binding affinity value. This is MHC class I binding data. From a dataset of Peptide-MHC class I binding affinity with 185,985 pairs from IEDB/IMGT. (1) The peptide sequence is IPTVMAFHL. The MHC is HLA-B51:01 with pseudo-sequence HLA-B51:01. The binding affinity (normalized) is 0.204. (2) The peptide sequence is YLLVKWIRK. The MHC is HLA-A11:01 with pseudo-sequence HLA-A11:01. The binding affinity (normalized) is 0.590. (3) The peptide sequence is TVIYRGTTF. The MHC is HLA-A03:01 with pseudo-sequence HLA-A03:01. The binding affinity (normalized) is 0.0847. (4) The peptide sequence is FVIVIYIFTV. The MHC is HLA-A02:01 with pseudo-sequence HLA-A02:01. The binding affinity (normalized) is 0.556. (5) The peptide sequence is SLFKNVRLLK. The MHC is HLA-A31:01 with pseudo-sequence HLA-A31:01. The binding affinity (normalized) is 0.559. (6) The peptide sequence is EKIIHFLTI. The MHC is HLA-B08:01 with pseudo-sequence HLA-B08:01. The binding affinity (normalized) is 0.850.